Dataset: Forward reaction prediction with 1.9M reactions from USPTO patents (1976-2016). Task: Predict the product of the given reaction. (1) Given the reactants COC1C=CC(C[N:8]2[C:12]3=[N:13][CH:14]=[C:15]([C:17]4[CH:22]=[CH:21][CH:20]=[C:19]([CH2:23][N:24]5[CH2:29][CH2:28][N:27]([CH3:30])[CH2:26][CH2:25]5)[CH:18]=4)[CH:16]=[C:11]3[CH:10]=[CH:9]2)=CC=1.FC(F)(F)C(O)=O, predict the reaction product. The product is: [CH3:30][N:27]1[CH2:26][CH2:25][N:24]([CH2:23][C:19]2[CH:18]=[C:17]([C:15]3[CH:16]=[C:11]4[CH:10]=[CH:9][NH:8][C:12]4=[N:13][CH:14]=3)[CH:22]=[CH:21][CH:20]=2)[CH2:29][CH2:28]1. (2) Given the reactants [CH:1]1C=CC2N(O)N=NC=2[CH:6]=1.CCN(CC)CC.[C:18]([O:22][C:23]([NH:25][CH:26]([CH2:32][C:33]1[CH:38]=[CH:37][CH:36]=[CH:35][CH:34]=1)[CH:27]([OH:31])[C:28]([OH:30])=[O:29])=[O:24])([CH3:21])([CH3:20])[CH3:19].C1(N)CC1.C(Cl)CCl, predict the reaction product. The product is: [C:18]([O:22][C:23]([NH:25][CH:26]([CH2:32][C:33]1[CH:34]=[CH:35][CH:36]=[CH:37][CH:38]=1)[CH:27]([OH:31])[C:28]([O:30][CH2:1][CH3:6])=[O:29])=[O:24])([CH3:21])([CH3:19])[CH3:20]. (3) Given the reactants [CH3:1][C:2]([CH3:8])([CH2:5][O:6][CH3:7])[CH2:3][OH:4].[CH2:9]([Si:11](Cl)([CH3:13])[CH3:12])[CH3:10], predict the reaction product. The product is: [CH3:1][C:2]([CH3:8])([CH2:3][O:4][Si:11]([CH2:9][CH3:10])([CH3:13])[CH3:12])[CH2:5][O:6][CH3:7]. (4) Given the reactants [Cl:1][C:2]1[CH:10]=[C:9]2[C:5]([CH2:6][C:7](=[O:11])[NH:8]2)=[N:4][CH:3]=1.[Cl:12][C:13]1[CH:14]=[C:15]([CH:18]=[CH:19][CH:20]=1)[CH:16]=O.N1CCCCC1, predict the reaction product. The product is: [Cl:1][C:2]1[CH:10]=[C:9]2[NH:8][C:7](=[O:11])/[C:6](=[CH:16]\[C:15]3[CH:18]=[CH:19][CH:20]=[C:13]([Cl:12])[CH:14]=3)/[C:5]2=[N:4][CH:3]=1. (5) Given the reactants O[CH:2]1[CH2:6][CH2:5][N:4]([C:7]([O:9][C:10]([CH3:13])([CH3:12])[CH3:11])=[O:8])[CH2:3]1.[Cl:14][C:15]1[CH:23]=[CH:22][CH:21]=[C:20]2[C:16]=1[C:17]([C:24]([NH:26][CH2:27][CH:28]1[CH2:33][CH2:32][C:31]([F:35])([F:34])[CH2:30][CH2:29]1)=[O:25])=[CH:18][NH:19]2, predict the reaction product. The product is: [Cl:14][C:15]1[CH:23]=[CH:22][CH:21]=[C:20]2[C:16]=1[C:17]([C:24](=[O:25])[NH:26][CH2:27][CH:28]1[CH2:29][CH2:30][C:31]([F:35])([F:34])[CH2:32][CH2:33]1)=[CH:18][N:19]2[CH:2]1[CH2:6][CH2:5][N:4]([C:7]([O:9][C:10]([CH3:13])([CH3:12])[CH3:11])=[O:8])[CH2:3]1. (6) The product is: [Br:13][C:9]1[C:8]([CH3:14])=[C:7]([N:6]2[C:4](=[O:5])[C:3]3[C:2](=[CH:18][CH:17]=[CH:16][CH:15]=3)[NH:1][C:19]2=[O:20])[CH:12]=[CH:11][CH:10]=1. Given the reactants [NH2:1][C:2]1[CH:18]=[CH:17][CH:16]=[CH:15][C:3]=1[C:4]([NH:6][C:7]1[CH:12]=[CH:11][CH:10]=[C:9]([Br:13])[C:8]=1[CH3:14])=[O:5].[C:19](=O)(OC(Cl)(Cl)Cl)[O:20]C(Cl)(Cl)Cl.C([O-])(O)=O.[Na+], predict the reaction product. (7) The product is: [CH2:17]([O:24][C:25]([C@@H:27]1[CH2:31][CH2:30][CH2:29][N:28]1[S:32]([C:35]1[CH:36]=[CH:37][C:38]([N:41]2[CH2:46][CH2:45][CH:44]([NH:1][CH2:2][C@H:3]([OH:4])[C:5]3[CH:6]=[CH:7][C:8]([OH:16])=[C:9]([NH:11][S:12]([CH3:15])(=[O:14])=[O:13])[CH:10]=3)[CH2:43][CH2:42]2)=[CH:39][CH:40]=1)(=[O:33])=[O:34])=[O:26])[C:18]1[CH:19]=[CH:20][CH:21]=[CH:22][CH:23]=1. Given the reactants [NH2:1][CH2:2][C@@H:3]([C:5]1[CH:6]=[CH:7][C:8]([OH:16])=[C:9]([NH:11][S:12]([CH3:15])(=[O:14])=[O:13])[CH:10]=1)[OH:4].[CH2:17]([O:24][C:25]([C@@H:27]1[CH2:31][CH2:30][CH2:29][N:28]1[S:32]([C:35]1[CH:40]=[CH:39][C:38]([N:41]2[CH2:46][CH2:45][C:44](=O)[CH2:43][CH2:42]2)=[CH:37][CH:36]=1)(=[O:34])=[O:33])=[O:26])[C:18]1[CH:23]=[CH:22][CH:21]=[CH:20][CH:19]=1, predict the reaction product. (8) Given the reactants [CH2:1]([O:3][C:4](=[O:20])/[C:5](/[NH2:19])=[CH:6]/[C:7](=[O:18])/[CH:8]=[CH:9]/[C:10]1[CH:15]=[CH:14][C:13]([Cl:16])=[CH:12][C:11]=1[F:17])[CH3:2], predict the reaction product. The product is: [CH2:1]([O:3][C:4]([C:5]1[NH:19][CH:9]([C:10]2[CH:15]=[CH:14][C:13]([Cl:16])=[CH:12][C:11]=2[F:17])[CH2:8][C:7](=[O:18])[CH:6]=1)=[O:20])[CH3:2]. (9) The product is: [C:34]([OH:41])(=[O:40])[CH2:35][CH2:36][C:37]([OH:39])=[O:38].[CH:1]1([NH:8][C:9]2[N:14]=[C:13]([NH:15][C:16]3[CH:21]=[CH:20][C:19]([O:22][CH3:23])=[C:18]([F:24])[CH:17]=3)[N:12]=[C:11]([N:25]([CH3:34])[CH:26]3[CH2:27][CH2:28][N:29]([CH3:32])[CH2:30][CH2:31]3)[N:10]=2)[CH2:7][CH2:6][CH2:5][CH2:4][CH2:3][CH2:2]1. Given the reactants [CH:1]1([N:8](C)[C:9]2[N:14]=[C:13]([NH:15][C:16]3[CH:21]=[CH:20][C:19]([O:22][CH3:23])=[C:18]([F:24])[CH:17]=3)[N:12]=[C:11]([NH:25][CH:26]3[CH2:31][CH2:30][N:29]([CH3:32])[CH2:28][CH2:27]3)[N:10]=2)[CH2:7][CH2:6][CH2:5][CH2:4][CH2:3][CH2:2]1.[C:34]([OH:41])(=[O:40])[CH2:35][CH2:36][C:37]([OH:39])=[O:38], predict the reaction product. (10) Given the reactants [Cl:1][C:2]1[CH:10]=[C:9]2[C:5]([C:6]([C:11]([N:13]3[CH2:18][CH2:17][C:16]4([C:22]5[CH:23]=[CH:24][CH:25]=[CH:26][C:21]=5[CH2:20][O:19]4)[CH2:15][CH2:14]3)=[O:12])=[CH:7][NH:8]2)=[CH:4][CH:3]=1.[N:27]1[CH:32]=[CH:31][N:30]=[CH:29][C:28]=1[CH2:33]OS(C)(=O)=O, predict the reaction product. The product is: [Cl:1][C:2]1[CH:10]=[C:9]2[C:5]([C:6]([C:11]([N:13]3[CH2:18][CH2:17][C:16]4([C:22]5[CH:23]=[CH:24][CH:25]=[CH:26][C:21]=5[CH2:20][O:19]4)[CH2:15][CH2:14]3)=[O:12])=[CH:7][N:8]2[CH2:33][C:28]2[CH:29]=[N:30][CH:31]=[CH:32][N:27]=2)=[CH:4][CH:3]=1.